From a dataset of Forward reaction prediction with 1.9M reactions from USPTO patents (1976-2016). Predict the product of the given reaction. (1) Given the reactants [C:1]12([C:11]3[CH:16]=[C:15]([CH3:17])[CH:14]=[CH:13][C:12]=3[OH:18])[CH2:10][CH:5]3[CH2:6][CH:7]([CH2:9][CH:3]([CH2:4]3)[CH2:2]1)[CH2:8]2.[Cl:19][C:20]1[CH:25]=[C:24]([N:26]=[C:27]=[O:28])[CH:23]=[CH:22][C:21]=1[S:29][C:30]([F:33])([F:32])[F:31], predict the reaction product. The product is: [C:1]12([C:11]3[C:12]([OH:18])=[C:13]([CH:14]=[C:15]([CH3:17])[CH:16]=3)[C:27]([NH:26][C:24]3[CH:23]=[CH:22][C:21]([S:29][C:30]([F:31])([F:32])[F:33])=[C:20]([Cl:19])[CH:25]=3)=[O:28])[CH2:8][CH:7]3[CH2:9][CH:3]([CH2:4][CH:5]([CH2:6]3)[CH2:10]1)[CH2:2]2. (2) Given the reactants [CH:1]1[C:6]([CH:7]=O)=[CH:5][C:4]2[O:9][CH2:10][O:11][C:3]=2[CH:2]=1.[C:12]([OH:18])(=[O:17])[CH2:13]C(O)=O.C([O-])(=O)C.[NH4+:23], predict the reaction product. The product is: [NH2:23][CH:7]([C:6]1[CH:1]=[CH:2][C:3]2[O:11][CH2:10][O:9][C:4]=2[CH:5]=1)[CH2:13][C:12]([OH:18])=[O:17]. (3) Given the reactants [CH:1]([C:3]1[CH:8]=[CH:7][C:6]([B:9]([OH:11])[OH:10])=[CH:5][CH:4]=1)=O.[N:12]1[CH:17]=[CH:16][CH:15]=[CH:14][C:13]=1[NH2:18], predict the reaction product. The product is: [N:12]1[CH:17]=[CH:16][CH:15]=[CH:14][C:13]=1[NH:18][CH2:1][C:3]1[CH:8]=[CH:7][C:6]([B:9]([OH:11])[OH:10])=[CH:5][CH:4]=1. (4) Given the reactants [NH2:1][C:2]1[CH:7]=[CH:6][C:5]([NH:8][C:9](=[O:15])[O:10][C:11]([CH3:14])([CH3:13])[CH3:12])=[CH:4][CH:3]=1.[F:16][CH2:17][C:18]([C:22]1[O:26][N:25]=[C:24]([NH:27][C:28](=O)[O:29]C2C=CC=CC=2)[CH:23]=1)([CH3:21])[CH2:19][F:20].CCN(C(C)C)C(C)C, predict the reaction product. The product is: [F:20][CH2:19][C:18]([C:22]1[O:26][N:25]=[C:24]([NH:27][C:28](=[O:29])[NH:1][C:2]2[CH:3]=[CH:4][C:5]([NH:8][C:9](=[O:15])[O:10][C:11]([CH3:12])([CH3:14])[CH3:13])=[CH:6][CH:7]=2)[CH:23]=1)([CH3:21])[CH2:17][F:16]. (5) Given the reactants [C:1]([C:5]([C:8]([O:11][C:12]([C:15]([C:18]([O:21]C(C(OC(C(C(F)(F)F)(F)F)(F)F)(C(F)(F)F)F)=O)(F)[F:19])([F:17])[F:16])([F:14])[F:13])([F:10])[F:9])([F:7])[F:6])([F:4])([F:3])[F:2].[F-].[Na+], predict the reaction product. The product is: [C:1]([C:5]([C:8]([O:11][C:12]([C:15]([C:18]([F:19])=[O:21])([F:17])[F:16])([F:14])[F:13])([F:10])[F:9])([F:7])[F:6])([F:4])([F:3])[F:2]. (6) Given the reactants C(O[C:6]([N:8](C)[C@@H:9]([CH2:18][CH2:19][CH2:20][CH3:21])/[CH:10]=[C:11](\[CH3:17])/[C:12]([O:14][CH2:15][CH3:16])=[O:13])=O)(C)(C)C.[ClH:23].O1CCOCC1, predict the reaction product. The product is: [ClH:23].[CH3:6][NH:8][C@@H:9]([CH2:18][CH2:19][CH2:20][CH3:21])/[CH:10]=[C:11](\[CH3:17])/[C:12]([O:14][CH2:15][CH3:16])=[O:13]. (7) The product is: [S:1]1[C:5]2[CH:6]=[CH:7][CH:8]=[CH:9][C:4]=2[N:3]=[C:2]1[C:10]1[C:13]([C:14]2[CH:19]=[CH:18][C:17]([N+:20]([O-:21])=[O:24])=[CH:16][CH:15]=2)=[N:26][NH:25][C:11]=1[NH2:12]. Given the reactants [S:1]1[C:5]2[CH:6]=[CH:7][CH:8]=[CH:9][C:4]=2[N:3]=[C:2]1[C:10](=[C:13](Cl)[C:14]1[CH:19]=[CH:18][C:17]([N+:20]([O-])=[O:21])=[CH:16][CH:15]=1)[C:11]#[N:12].[OH2:24].[NH2:25][NH2:26], predict the reaction product.